This data is from Full USPTO retrosynthesis dataset with 1.9M reactions from patents (1976-2016). The task is: Predict the reactants needed to synthesize the given product. Given the product [CH3:12][C:8]1[C:9]([CH3:11])=[CH:10][C:4]2[O:3][C:2]([N:25]3[CH2:26][CH2:27][CH2:28][CH2:29][C@H:24]3[C:22]([O:21][CH2:14][C:15]3[CH:20]=[CH:19][CH:18]=[CH:17][CH:16]=3)=[O:23])=[N:6][C:5]=2[CH:7]=1, predict the reactants needed to synthesize it. The reactants are: Cl[C:2]1[O:3][C:4]2[CH:10]=[C:9]([CH3:11])[C:8]([CH3:12])=[CH:7][C:5]=2[N:6]=1.[Cl-].[CH2:14]([O:21][C:22]([C@@H:24]1[CH2:29][CH2:28][CH2:27][CH2:26][NH2+:25]1)=[O:23])[C:15]1[CH:20]=[CH:19][CH:18]=[CH:17][CH:16]=1.